Dataset: Forward reaction prediction with 1.9M reactions from USPTO patents (1976-2016). Task: Predict the product of the given reaction. (1) Given the reactants [Cl:1][C:2]1[N:7]=[CH:6][C:5]([C:8](=[O:13])[C:9]([F:12])([F:11])[F:10])=[CH:4][CH:3]=1.CC([O-])(C)C.[K+].C1(C)C=CC=CC=1.COC1C=CC(C(C2C=CC(OC)=CC=2)(N)[C@H](N)C(C)C)=CC=1, predict the reaction product. The product is: [Cl:1][C:2]1[N:7]=[CH:6][C:5]([C@H:8]([OH:13])[C:9]([F:10])([F:11])[F:12])=[CH:4][CH:3]=1. (2) Given the reactants [C:1]1([NH:7][C:8]([N:10]2[CH2:15][CH2:14][NH:13][CH2:12][CH2:11]2)=[O:9])[CH:6]=[CH:5][CH:4]=[CH:3][CH:2]=1.[C:16]1([CH2:22][CH2:23][CH:24]=O)[CH:21]=[CH:20][CH:19]=[CH:18][CH:17]=1, predict the reaction product. The product is: [C:1]1([NH:7][C:8]([N:10]2[CH2:15][CH2:14][N:13]([CH2:24][CH2:23][CH2:22][C:16]3[CH:21]=[CH:20][CH:19]=[CH:18][CH:17]=3)[CH2:12][CH2:11]2)=[O:9])[CH:6]=[CH:5][CH:4]=[CH:3][CH:2]=1. (3) Given the reactants Br[C:2]1[CH:3]=[C:4]([CH:7]=[C:8]([F:10])[CH:9]=1)[C:5]#[N:6].C([Mg]Cl)(C)C.[Si:16]([O:23][C@H:24]1[CH2:28][N:27]([C:29]([O:31][C:32]([CH3:35])([CH3:34])[CH3:33])=[O:30])[C:26](=[O:36])[CH2:25]1)([C:19]([CH3:22])([CH3:21])[CH3:20])([CH3:18])[CH3:17].[BH4-].[Na+].[NH4+].[Cl-], predict the reaction product. The product is: [Si:16]([O:23][C@H:24]([CH2:25][CH:26]([C:2]1[CH:9]=[C:8]([F:10])[CH:7]=[C:4]([C:5]#[N:6])[CH:3]=1)[OH:36])[CH2:28][NH:27][C:29](=[O:30])[O:31][C:32]([CH3:34])([CH3:33])[CH3:35])([C:19]([CH3:22])([CH3:21])[CH3:20])([CH3:18])[CH3:17].